From a dataset of Forward reaction prediction with 1.9M reactions from USPTO patents (1976-2016). Predict the product of the given reaction. (1) Given the reactants [BH4-].[Na+].[Cl:3][C:4]1[CH:23]=[CH:22][C:21]([CH2:24][C:25]#[N:26])=[CH:20][C:5]=1[C:6]([NH:8][CH2:9][C:10]12[CH2:19][CH:14]3[CH2:15][CH:16]([CH2:18][CH:12]([CH2:13]3)[CH2:11]1)[CH2:17]2)=[O:7], predict the reaction product. The product is: [NH2:26][CH2:25][CH2:24][C:21]1[CH:22]=[CH:23][C:4]([Cl:3])=[C:5]([CH:20]=1)[C:6]([NH:8][CH2:9][C:10]12[CH2:17][CH:16]3[CH2:18][CH:12]([CH2:13][CH:14]([CH2:15]3)[CH2:19]1)[CH2:11]2)=[O:7]. (2) Given the reactants [Cl:1][C:2]1[CH:7]=[CH:6][C:5]([F:8])=[CH:4][C:3]=1[N:9]1[CH2:13][CH:12]2[CH2:14][N:15]([C:17]3[S:21][C:20]([C:22]4[N:23]=[N:24][N:25]([CH2:27][C:28]([O:30]CC)=[O:29])[N:26]=4)=[N:19][N:18]=3)[CH2:16][CH:11]2[CH2:10]1.C1COCC1.[Li+].[OH-], predict the reaction product. The product is: [Cl:1][C:2]1[CH:7]=[CH:6][C:5]([F:8])=[CH:4][C:3]=1[N:9]1[CH2:13][CH:12]2[CH2:14][N:15]([C:17]3[S:21][C:20]([C:22]4[N:23]=[N:24][N:25]([CH2:27][C:28]([OH:30])=[O:29])[N:26]=4)=[N:19][N:18]=3)[CH2:16][CH:11]2[CH2:10]1. (3) Given the reactants [F:1][C:2]([F:24])([F:23])[C:3]1[CH:8]=[CH:7][C:6]([C:9]2[CH:10]=[CH:11][C:12]([CH:21]=O)=[N:13][C:14]=2[C:15]2[CH:20]=[CH:19][CH:18]=[CH:17][CH:16]=2)=[CH:5][CH:4]=1.[NH2:25][CH2:26][CH2:27][CH2:28][P:29](=[O:32])([OH:31])[OH:30].[BH3-]C#N.[Na+], predict the reaction product. The product is: [C:15]1([C:14]2[N:13]=[C:12]([CH2:21][NH:25][CH2:26][CH2:27][CH2:28][P:29](=[O:30])([OH:32])[OH:31])[CH:11]=[CH:10][C:9]=2[C:6]2[CH:7]=[CH:8][C:3]([C:2]([F:24])([F:23])[F:1])=[CH:4][CH:5]=2)[CH:20]=[CH:19][CH:18]=[CH:17][CH:16]=1. (4) Given the reactants [F:1][C:2]1[CH:10]=[C:9]2[C:5]([C:6]([C:11]3[CH:12]=[CH:13][C:14]4[S:18](=[O:20])(=[O:19])[N:17]([CH2:21][CH2:22][NH:23][NH2:24])[CH:16]([CH3:25])[C:15]=4[CH:26]=3)=[CH:7][NH:8]2)=[CH:4][CH:3]=1.[C:27](OCC)(=[O:32])[CH2:28][C:29]([CH3:31])=O, predict the reaction product. The product is: [F:1][C:2]1[CH:10]=[C:9]2[C:5]([C:6]([C:11]3[CH:12]=[CH:13][C:14]4[S:18](=[O:20])(=[O:19])[N:17]([CH2:21][CH2:22][N:23]5[C:27]([OH:32])=[CH:28][C:29]([CH3:31])=[N:24]5)[CH:16]([CH3:25])[C:15]=4[CH:26]=3)=[CH:7][NH:8]2)=[CH:4][CH:3]=1.